This data is from Catalyst prediction with 721,799 reactions and 888 catalyst types from USPTO. The task is: Predict which catalyst facilitates the given reaction. (1) Reactant: [C:1]([N:5]([CH3:29])[C:6]([C:8]1[N:12]2[CH2:13][CH2:14][C:15]3[C:20]([C:11]2=[C:10]([C:24]2[S:25][CH:26]=[CH:27][CH:28]=2)[CH:9]=1)=[CH:19][C:18]([OH:21])=[C:17]([O:22][CH3:23])[CH:16]=3)=[O:7])([CH3:4])([CH3:3])[CH3:2].[CH2:30]([O:32][C:33](=[O:36])[CH2:34]Br)[CH3:31].C([O-])([O-])=O.[Cs+].[Cs+].O. Product: [CH2:30]([O:32][C:33](=[O:36])[CH2:34][O:21][C:18]1[CH:19]=[C:20]2[C:15]([CH2:14][CH2:13][N:12]3[C:8]([C:6](=[O:7])[N:5]([C:1]([CH3:3])([CH3:4])[CH3:2])[CH3:29])=[CH:9][C:10]([C:24]4[S:25][CH:26]=[CH:27][CH:28]=4)=[C:11]32)=[CH:16][C:17]=1[O:22][CH3:23])[CH3:31]. The catalyst class is: 3. (2) Reactant: [F:1][C:2]1[CH:10]=[CH:9][CH:8]=[C:7]2[C:3]=1[CH:4]=[CH:5][N:6]2[S:11]([C:14]1[CH:20]=[CH:19][C:17]([CH3:18])=[CH:16][CH:15]=1)(=[O:13])=[O:12].[Br:21]Br. Product: [Br:21][C:4]1[C:3]2[C:7](=[CH:8][CH:9]=[CH:10][C:2]=2[F:1])[N:6]([S:11]([C:14]2[CH:20]=[CH:19][C:17]([CH3:18])=[CH:16][CH:15]=2)(=[O:13])=[O:12])[CH:5]=1. The catalyst class is: 124. (3) Reactant: Br[C:2]1[C:3]([CH2:17][CH3:18])=[C:4]([CH2:8][N:9]2[CH2:12][CH:11]([C:13]([O:15][CH3:16])=[O:14])[CH2:10]2)[CH:5]=[CH:6][CH:7]=1.[CH3:19][C:20]1([CH3:36])[C:24]([CH3:26])([CH3:25])[O:23][B:22]([B:22]2[O:23][C:24]([CH3:26])([CH3:25])[C:20]([CH3:36])([CH3:19])[O:21]2)[O:21]1.C([O-])(=O)C.[K+]. Product: [CH2:17]([C:3]1[C:2]([B:22]2[O:23][C:24]([CH3:26])([CH3:25])[C:20]([CH3:36])([CH3:19])[O:21]2)=[CH:7][CH:6]=[CH:5][C:4]=1[CH2:8][N:9]1[CH2:12][CH:11]([C:13]([O:15][CH3:16])=[O:14])[CH2:10]1)[CH3:18]. The catalyst class is: 368.